Task: Regression. Given a peptide amino acid sequence and an MHC pseudo amino acid sequence, predict their binding affinity value. This is MHC class I binding data.. Dataset: Peptide-MHC class I binding affinity with 185,985 pairs from IEDB/IMGT (1) The peptide sequence is CPQKKKSQA. The MHC is HLA-B07:02 with pseudo-sequence HLA-B07:02. The binding affinity (normalized) is 0.570. (2) The peptide sequence is TLYCVHQEI. The MHC is HLA-A69:01 with pseudo-sequence HLA-A69:01. The binding affinity (normalized) is 0.406. (3) The MHC is HLA-A02:12 with pseudo-sequence HLA-A02:12. The binding affinity (normalized) is 0.0847. The peptide sequence is FLILPQAKK. (4) The peptide sequence is GIALAVPCV. The MHC is HLA-B15:01 with pseudo-sequence HLA-B15:01. The binding affinity (normalized) is 0.0847. (5) The peptide sequence is RTSKTSLER. The MHC is HLA-A31:01 with pseudo-sequence HLA-A31:01. The binding affinity (normalized) is 0.391. (6) The peptide sequence is VVLGVVFGI. The MHC is HLA-A02:02 with pseudo-sequence HLA-A02:02. The binding affinity (normalized) is 0.149. (7) The binding affinity (normalized) is 0.774. The MHC is HLA-B07:02 with pseudo-sequence HLA-B07:02. The peptide sequence is SPYNSQNAV.